This data is from Full USPTO retrosynthesis dataset with 1.9M reactions from patents (1976-2016). The task is: Predict the reactants needed to synthesize the given product. (1) Given the product [NH2:8][C:9]1[CH:10]=[CH:11][C:12]([N:18]2[CH2:19][CH2:20][O:21][CH2:22][CH2:23]2)=[C:13]([CH:14]=1)[CH2:15][OH:16], predict the reactants needed to synthesize it. The reactants are: [BH4-].[Na+].O1CCCC1.[NH2:8][C:9]1[CH:10]=[CH:11][C:12]([N:18]2[CH2:23][CH2:22][O:21][CH2:20][CH2:19]2)=[C:13]([C:15](O)=[O:16])[CH:14]=1.II. (2) Given the product [O:26]1[CH2:27][CH2:28][N:23]([C:5]2[C:6]3[N:7]([CH:8]=[C:9]([CH2:11][CH2:12][C:13]4[CH:22]=[CH:21][C:20]5[C:15](=[CH:16][CH:17]=[CH:18][CH:19]=5)[N:14]=4)[N:10]=3)[C:2]([C:37]3[CH:38]=[CH:39][C:40]([C:43]#[N:44])=[N:41][CH:42]=3)=[CH:3][N:4]=2)[CH2:24][CH2:25]1, predict the reactants needed to synthesize it. The reactants are: Br[C:2]1[N:7]2[CH:8]=[C:9]([CH2:11][CH2:12][C:13]3[CH:22]=[CH:21][C:20]4[C:15](=[CH:16][CH:17]=[CH:18][CH:19]=4)[N:14]=3)[N:10]=[C:6]2[C:5]([N:23]2[CH2:28][CH2:27][O:26][CH2:25][CH2:24]2)=[N:4][CH:3]=1.CC1(C)C(C)(C)OB([C:37]2[CH:38]=[CH:39][C:40]([C:43]#[N:44])=[N:41][CH:42]=2)O1. (3) Given the product [CH2:23]([C:19]1[CH:20]=[C:21]([CH3:22])[C:16]([N:13]2[CH2:14][CH2:15][N:10]([C:8]([C:5]3[CH:4]=[CH:3][C:2]([N:28]4[C:29]([CH3:33])([CH3:32])[C:30](=[O:31])[N:26]([CH3:25])[C:27]4=[O:34])=[N:7][CH:6]=3)=[O:9])[CH2:11][CH2:12]2)=[N:17][CH:18]=1)[CH3:24], predict the reactants needed to synthesize it. The reactants are: Br[C:2]1[N:7]=[CH:6][C:5]([C:8]([N:10]2[CH2:15][CH2:14][N:13]([C:16]3[C:21]([CH3:22])=[CH:20][C:19]([CH2:23][CH3:24])=[CH:18][N:17]=3)[CH2:12][CH2:11]2)=[O:9])=[CH:4][CH:3]=1.[CH3:25][N:26]1[C:30](=[O:31])[C:29]([CH3:33])([CH3:32])[NH:28][C:27]1=[O:34]. (4) Given the product [CH2:1]([O:3][C:4]1[CH:5]=[C:6]([F:23])[C:7]([CH2:8][N:9]2[C:13]3[CH2:14][CH2:15][CH2:16][C:12]=3[C:11]([C:17]3[N:18]=[C:32]([NH2:31])[C:33]([O:36][CH3:37])=[CH:34][N:19]=3)=[N:10]2)=[C:20]([F:22])[CH:21]=1)[CH3:2], predict the reactants needed to synthesize it. The reactants are: [CH2:1]([O:3][C:4]1[CH:21]=[C:20]([F:22])[C:7]([CH2:8][N:9]2[C:13]3[CH2:14][CH2:15][CH2:16][C:12]=3[C:11]([C:17](=[NH:19])[NH2:18])=[N:10]2)=[C:6]([F:23])[CH:5]=1)[CH3:2].N1CCCCC1.C[N:31](C)[CH:32](N(C)C)[CH:33]([O:36][CH3:37])[C:34]#N. (5) Given the product [CH3:1][O:3][C:4]1[CH:9]=[CH:8][CH:7]=[CH:6][C:5]=1[N:10]1[C:19](=[O:20])[C:18]2[C:13](=[CH:14][CH:15]=[CH:16][CH:17]=2)[N:12]=[C:11]1[CH:21]([N:23]1[CH2:24][CH2:25][NH:26][CH2:27][CH2:28]1)[CH3:22], predict the reactants needed to synthesize it. The reactants are: [CH2:1]([O:3][C:4]1[CH:9]=[CH:8][CH:7]=[CH:6][C:5]=1[N:10]1[C:19](=[O:20])[C:18]2[C:13](=[CH:14][CH:15]=[CH:16][CH:17]=2)[N:12]=[C:11]1[CH:21]([N:23]1[CH2:28][CH2:27][NH:26][CH2:25][CH2:24]1)[CH3:22])C.COC1C=CC=CC=1N.